Dataset: HIV replication inhibition screening data with 41,000+ compounds from the AIDS Antiviral Screen. Task: Binary Classification. Given a drug SMILES string, predict its activity (active/inactive) in a high-throughput screening assay against a specified biological target. (1) The drug is CC(=O)OCC1OC(N2C(C)=C(C(C)=O)C(c3ccc(Cl)cc3)C(C#N)=C2S)C(OC(C)=O)C(OC(C)=O)C1OC(C)=O. The result is 0 (inactive). (2) The molecule is COC(=O)C(C)N(C)C(=O)C(CC(N)=O)N(C)C(=O)C(Cc1ccccc1)N(C)C(=O)C1CCCN1C(=O)C(C(C)C)N(C)C(=O)C(C(C)C)N(C)C(=O)C(NC(=O)OC(C)(C)C)C(C)C. The result is 0 (inactive). (3) The compound is Cc1ccc(NCCN(C)C)c2c(=O)c3cc(O)ccc3oc12. The result is 0 (inactive). (4) The drug is CCCCCC=C(c1cc(C)c(OC)c(C(=O)OC)c1)c1cc(C)c(OC)c(C(=O)OC)c1. The result is 0 (inactive). (5) The drug is CSc1nc2c(S)nc(S)nc2s1. The result is 0 (inactive). (6) The molecule is CCC1=C(OC)c2nc(C)ccc2C(=O)C1=O. The result is 0 (inactive). (7) The molecule is Cc1nc(Nc2ccc(Cl)cc2)sc1C(=O)NNC(=S)NN. The result is 0 (inactive). (8) The drug is CCN(CC)CC(=O)Nc1cc(Cl)ccc1OC. The result is 0 (inactive).